This data is from Full USPTO retrosynthesis dataset with 1.9M reactions from patents (1976-2016). The task is: Predict the reactants needed to synthesize the given product. (1) Given the product [Cl:11][C:12]1[CH:17]=[CH:16][N:15]=[C:14]([C:18]([CH:20]2[CH2:22][CH2:21]2)=[O:19])[C:13]=1[O:23][CH:24]([F:25])[F:26], predict the reactants needed to synthesize it. The reactants are: C(Cl)(=O)C(Cl)=O.CS(C)=O.[Cl:11][C:12]1[CH:17]=[CH:16][N:15]=[C:14]([CH:18]([CH:20]2[CH2:22][CH2:21]2)[OH:19])[C:13]=1[O:23][CH:24]([F:26])[F:25].C(N(CC)CC)C. (2) Given the product [C:8]1([CH3:22])[CH:9]=[CH:10][C:11]([S:14]([O:17][CH2:18][C@@H:19]([OH:21])[CH3:20])(=[O:15])=[O:16])=[CH:12][CH:13]=1, predict the reactants needed to synthesize it. The reactants are: C1(=O)OC(=O)CC1.[C:8]1([CH3:22])[CH:13]=[CH:12][C:11]([S:14]([O:17][CH2:18][CH:19]([OH:21])[CH3:20])(=[O:16])=[O:15])=[CH:10][CH:9]=1. (3) Given the product [Cl:18][C:19]1[CH:25]=[C:24]([CH3:26])[C:22]([NH:23][C:2]2[N:6]([CH3:7])[C:5]3[C:8]([CH:13]([CH2:16][CH3:17])[CH2:14][CH3:15])=[CH:9][CH:10]=[C:11]([CH3:12])[C:4]=3[N:3]=2)=[C:21]([O:27][CH3:28])[CH:20]=1, predict the reactants needed to synthesize it. The reactants are: Cl[C:2]1[N:6]([CH3:7])[C:5]2[C:8]([CH:13]([CH2:16][CH3:17])[CH2:14][CH3:15])=[CH:9][CH:10]=[C:11]([CH3:12])[C:4]=2[N:3]=1.[Cl:18][C:19]1[CH:25]=[C:24]([CH3:26])[C:22]([NH2:23])=[C:21]([O:27][CH3:28])[CH:20]=1.CN1CCCC1=O. (4) Given the product [Cl:32][C:25]1[C:24]([F:33])=[C:23]([C:17]2[C:18]([O:21][CH3:22])=[CH:19][CH:20]=[C:15]([C:13]([NH:12][C:5]3([C:3]([OH:4])=[O:2])[CH2:10][CH2:9][CH:8]([CH3:11])[CH2:7][CH2:6]3)=[O:14])[CH:16]=2)[C:28]([F:29])=[CH:27][C:26]=1[O:30][CH3:31], predict the reactants needed to synthesize it. The reactants are: C[O:2][C:3]([C:5]1([NH:12][C:13]([C:15]2[CH:16]=[C:17]([C:23]3[C:28]([F:29])=[CH:27][C:26]([O:30][CH3:31])=[C:25]([Cl:32])[C:24]=3[F:33])[C:18]([O:21][CH3:22])=[CH:19][CH:20]=2)=[O:14])[CH2:10][CH2:9][CH:8]([CH3:11])[CH2:7][CH2:6]1)=[O:4].[OH-].[Na+].O1CCOCC1. (5) Given the product [Br:28][C:15]1[S:14][C:13]([N:4]([CH2:2][CH3:3])[C:5]2[CH:10]=[CH:9][C:8]([Cl:11])=[CH:7][C:6]=2[Cl:12])=[N:17][C:16]=1[CH3:18], predict the reactants needed to synthesize it. The reactants are: Cl.[CH2:2]([N:4]([C:13]1[S:14][CH:15]=[C:16]([CH3:18])[N:17]=1)[C:5]1[CH:10]=[CH:9][C:8]([Cl:11])=[CH:7][C:6]=1[Cl:12])[CH3:3].C(=O)([O-])[O-].[Ca+2].C(Cl)(Cl)Cl.[Br-:28].[Br-].[Br-].C([N+](C)(C)C)C1C=CC=CC=1.C([N+](C)(C)C)C1C=CC=CC=1.C([N+](C)(C)C)C1C=CC=CC=1. (6) Given the product [O-:21][N+:1]1[C:10]2[C:5](=[CH:6][CH:7]=[CH:8][CH:9]=2)[C:4]([CH2:11][OH:12])=[CH:3][CH:2]=1, predict the reactants needed to synthesize it. The reactants are: [N:1]1[C:10]2[C:5](=[CH:6][CH:7]=[CH:8][CH:9]=2)[C:4]([CH2:11][OH:12])=[CH:3][CH:2]=1.ClC1C=CC=C(C(OO)=[O:21])C=1. (7) Given the product [C:1]1([C:29]2[CH:34]=[CH:33][CH:32]=[CH:31][CH:30]=2)[CH:2]=[CH:3][C:4]([NH:7][C:8](=[O:9])[C:10]2[CH:18]=[CH:17][C:13]([C:14]([NH:40][CH2:39][CH2:38][CH2:37][N:36]([CH3:41])[CH3:35])=[O:15])=[C:12]([NH:19][C:20](=[O:28])[CH2:21][N:22]3[CH2:27][CH2:26][O:25][CH2:24][CH2:23]3)[CH:11]=2)=[CH:5][CH:6]=1, predict the reactants needed to synthesize it. The reactants are: [C:1]1([C:29]2[CH:34]=[CH:33][CH:32]=[CH:31][CH:30]=2)[CH:6]=[CH:5][C:4]([NH:7][C:8]([C:10]2[CH:18]=[CH:17][C:13]([C:14](O)=[O:15])=[C:12]([NH:19][C:20](=[O:28])[CH2:21][N:22]3[CH2:27][CH2:26][O:25][CH2:24][CH2:23]3)[CH:11]=2)=[O:9])=[CH:3][CH:2]=1.[CH3:35][N:36]([CH3:41])[CH2:37][CH2:38][CH2:39][NH2:40].F[P-](F)(F)(F)(F)F.N1(O[P+](N2CCCC2)(N2CCCC2)N2CCCC2)C2C=CC=CC=2N=N1.C(N(C(C)C)CC)(C)C.